The task is: Predict the reactants needed to synthesize the given product.. This data is from Full USPTO retrosynthesis dataset with 1.9M reactions from patents (1976-2016). (1) Given the product [Cl:24][C:25]1[CH:26]=[C:27]([CH:31]=[CH:32][C:33]=1[Cl:34])[C:28]([NH:38][CH2:35][C:5]1[CH:4]=[CH:13][CH:12]=[C:11]2[C:6]=1[C:7](=[O:23])[N:8]([CH:15]1[CH2:20][CH2:19][C:18](=[O:21])[NH:17][C:16]1=[O:22])[C:9]([CH3:14])=[N:10]2)=[O:29], predict the reactants needed to synthesize it. The reactants are: Cl.NC[C:4]1[CH:5]=[C:6]2[C:11](=[CH:12][CH:13]=1)[N:10]=[C:9]([CH3:14])[N:8]([CH:15]1[CH2:20][CH2:19][C:18](=[O:21])[NH:17][C:16]1=[O:22])[C:7]2=[O:23].[Cl:24][C:25]1[CH:26]=[C:27]([CH:31]=[CH:32][C:33]=1[Cl:34])[C:28](Cl)=[O:29].[CH:35]([N:38](CC)C(C)C)(C)C. (2) Given the product [CH3:1][O:2][C:3](=[O:31])[CH2:4][CH2:5][C:6]1[CH:15]=[C:14]2[C:9]([C:10]([C:16]3[C:20]([C:21]4[CH:26]=[CH:25][CH:24]=[C:23]([CH3:27])[N:22]=4)=[N:19][N:18]4[CH2:28][CH2:29][CH2:30][C:17]=34)=[CH:11][CH:12]=[N:13]2)=[CH:8][CH:7]=1, predict the reactants needed to synthesize it. The reactants are: [CH3:1][O:2][C:3](=[O:31])[CH:4]=[CH:5][C:6]1[CH:15]=[C:14]2[C:9]([C:10]([C:16]3[C:20]([C:21]4[CH:26]=[CH:25][CH:24]=[C:23]([CH3:27])[N:22]=4)=[N:19][N:18]4[CH2:28][CH2:29][CH2:30][C:17]=34)=[CH:11][CH:12]=[N:13]2)=[CH:8][CH:7]=1.[H][H]. (3) Given the product [CH2:1]([N:8]1[C:16]2[C:11](=[CH:12][C:13]([C:17]3[CH:22]=[CH:21][CH:20]=[CH:19][CH:18]=3)=[CH:14][CH:15]=2)[C:10]([C:23](=[O:27])[C:24]([O:31][CH2:29][CH3:30])=[O:25])=[CH:9]1)[C:2]1[CH:3]=[CH:4][CH:5]=[CH:6][CH:7]=1, predict the reactants needed to synthesize it. The reactants are: [CH2:1]([N:8]1[C:16]2[C:11](=[CH:12][C:13]([C:17]3[CH:22]=[CH:21][CH:20]=[CH:19][CH:18]=3)=[CH:14][CH:15]=2)[CH:10]=[CH:9]1)[C:2]1[CH:7]=[CH:6][CH:5]=[CH:4][CH:3]=1.[C:23](Cl)(=[O:27])[C:24](Cl)=[O:25].[CH2:29]([OH:31])[CH3:30].